This data is from Full USPTO retrosynthesis dataset with 1.9M reactions from patents (1976-2016). The task is: Predict the reactants needed to synthesize the given product. (1) Given the product [C:23]([C:27]1[O:31][N:30]=[C:29]([NH:32][C:20]([C@@H:14]2[CH2:15][CH2:16][CH2:17][CH2:18][CH2:19][N:13]2[C:10]2[CH:9]=[CH:8][C:7]([Cl:6])=[CH:12][CH:11]=2)=[O:22])[CH:28]=1)([CH3:26])([CH3:25])[CH3:24], predict the reactants needed to synthesize it. The reactants are: P(Cl)(Cl)(Cl)=O.[Cl:6][C:7]1[CH:12]=[CH:11][C:10]([N:13]2[CH2:19][CH2:18][CH2:17][CH2:16][CH2:15][C@H:14]2[C:20]([OH:22])=O)=[CH:9][CH:8]=1.[C:23]([C:27]1[O:31][N:30]=[C:29]([NH2:32])[CH:28]=1)([CH3:26])([CH3:25])[CH3:24]. (2) Given the product [C:31]([NH:1][C:2]1[CH:3]=[C:4]([C:9]2[O:10][C:11]3[C:16]([C:17](=[O:19])[CH:18]=2)=[CH:15][CH:14]=[C:13]([O:20][CH3:21])[C:12]=3[O:22][CH3:23])[CH:5]=[CH:6][C:7]=1[NH:8][C:36](=[O:35])[CH3:37])(=[O:33])[CH3:32], predict the reactants needed to synthesize it. The reactants are: [NH2:1][C:2]1[CH:3]=[C:4]([C:9]2[O:10][C:11]3[C:16]([C:17](=[O:19])[CH:18]=2)=[CH:15][CH:14]=[C:13]([O:20][CH3:21])[C:12]=3[O:22][CH3:23])[CH:5]=[CH:6][C:7]=1[NH2:8].C(N(CC)CC)C.[C:31](Cl)(=[O:33])[CH3:32].[O:35]1CC[CH2:37][CH2:36]1. (3) The reactants are: [N:1]1[C:8]([NH2:9])=[N:7][C:5]([NH2:6])=[N:4][C:2]=1[NH2:3].C=O. Given the product [N:1]1[C:8]([NH2:9])=[N:7][C:5]([NH2:6])=[N:4][C:2]=1[NH2:3], predict the reactants needed to synthesize it. (4) Given the product [Br:13][CH2:9][C:6]1[CH:7]=[CH:8][C:3]([O:2][CH3:1])=[CH:4][C:5]=1[CH3:11], predict the reactants needed to synthesize it. The reactants are: [CH3:1][O:2][C:3]1[CH:8]=[CH:7][C:6]([CH2:9]O)=[C:5]([CH3:11])[CH:4]=1.P(Br)(Br)[Br:13]. (5) Given the product [Br:16][Mg:17][CH2:18][C:19]1[CH:24]=[CH:23][CH:22]=[CH:21][N:20]=1.[Br:25][C:26]1[CH:27]=[C:28]2[C:33](=[CH:34][CH:35]=1)[C:32](=[O:36])[N:31]([CH2:37][C:38]1[CH:39]=[CH:40][C:41]([S:44]([CH3:47])(=[O:45])=[O:46])=[CH:42][CH:43]=1)[C:30]([CH:48]([OH:49])[CH2:6][C:7]1[CH:12]=[CH:11][CH:10]=[CH:9][N:8]=1)=[C:29]2[C:50]1[CH:51]=[CH:52][CH:53]=[CH:54][CH:55]=1, predict the reactants needed to synthesize it. The reactants are: C([Li])CCC.[CH3:6][C:7]1[CH:12]=[CH:11][CH:10]=[CH:9][N:8]=1.[Br-].[Mg+2].[Br-].[Br:16][Mg:17][CH2:18][C:19]1[CH:24]=[CH:23][CH:22]=[CH:21][N:20]=1.[Br:25][C:26]1[CH:27]=[C:28]2[C:33](=[CH:34][CH:35]=1)[C:32](=[O:36])[N:31]([CH2:37][C:38]1[CH:43]=[CH:42][C:41]([S:44]([CH3:47])(=[O:46])=[O:45])=[CH:40][CH:39]=1)[C:30]([CH:48]=[O:49])=[C:29]2[C:50]1[CH:55]=[CH:54][CH:53]=[CH:52][CH:51]=1.C(=O)([O-])O.[Na+]. (6) Given the product [Br:2][CH2:17][CH2:16][CH2:15][C:11]1[CH:10]=[C:9]2[C:14](=[CH:13][CH:12]=1)[N:5]=[CH:6][CH:7]=[CH:8]2, predict the reactants needed to synthesize it. The reactants are: P(Br)(Br)[Br:2].[N:5]1[C:14]2[C:9](=[CH:10][C:11]([CH2:15][CH2:16][CH2:17]O)=[CH:12][CH:13]=2)[CH:8]=[CH:7][CH:6]=1.